From a dataset of Catalyst prediction with 721,799 reactions and 888 catalyst types from USPTO. Predict which catalyst facilitates the given reaction. (1) Reactant: [SH:1][C:2]1[NH:3][C:4]2[CH:10]=[C:9](C)[CH:8]=[CH:7][C:5]=2[N:6]=1.Br[CH2:13][C:14](=[O:20])[C:15]([O:17][CH2:18][CH3:19])=[O:16].[CH3:21][OH:22]. Product: [CH2:18]([O:17][C:15](=[O:16])[C:14](=[O:20])[CH2:13][S:1][C:2]1[NH:6][C:5]2[CH:7]=[CH:8][C:9]([O:22][CH3:21])=[CH:10][C:4]=2[N:3]=1)[CH3:19]. The catalyst class is: 21. (2) Reactant: [CH3:1][O:2][C:3]([C:5]1([CH3:16])[CH2:8][N:7](C(OC(C)(C)C)=O)[CH2:6]1)=[O:4].[ClH:17]. Product: [ClH:17].[CH3:1][O:2][C:3]([C:5]1([CH3:16])[CH2:8][NH:7][CH2:6]1)=[O:4]. The catalyst class is: 2. (3) Reactant: Cl[C:2]1[CH:3]=[C:4]2[C:8](=[CH:9][CH:10]=1)N(C)[C:6]([CH:12]([NH:19][C:20]1[CH:28]=[CH:27][C:23]([C:24](O)=O)=[CH:22][CH:21]=1)[CH2:13][CH2:14][CH2:15][CH2:16][CH2:17][CH3:18])=[CH:5]2.[CH3:29][NH:30][CH2:31][CH2:32][C:33]([O:35][CH2:36][CH3:37])=[O:34].[OH2:38].ON1C2C=CC=C[C:43]=2N=N1.[ClH:49].C(N=C=NCCCN(C)C)C.[Cl-].[NH4+:62]. Product: [Cl:49][C:9]1[CH:8]=[C:4]2[C:3](=[CH:2][CH:10]=1)[N:62]([CH3:43])[C:6]([CH:12]([NH:19][C:20]1[CH:21]=[CH:22][C:23]([C:24]([N:30]([CH3:29])[CH2:31][CH2:32][C:33]([O:35][CH2:36][CH3:37])=[O:34])=[O:38])=[CH:27][CH:28]=1)[CH2:13][CH2:14][CH2:15][CH2:16][CH2:17][CH3:18])=[CH:5]2. The catalyst class is: 289. (4) Reactant: [Cl:1][C:2]1[N:7]=[CH:6][N:5]=[C:4]([NH:8][CH:9]2[CH2:11][CH2:10]2)[C:3]=1[NH2:12].[CH2:13]([C:15]1[N:23]=[CH:22][CH:21]=[CH:20][C:16]=1[C:17](Cl)=[O:18])[CH3:14].C([O-])(O)=O.[Na+]. Product: [Cl:1][C:2]1[C:3]([NH:12][C:17](=[O:18])[C:16]2[CH:20]=[CH:21][CH:22]=[N:23][C:15]=2[CH2:13][CH3:14])=[C:4]([NH:8][CH:9]2[CH2:10][CH2:11]2)[N:5]=[CH:6][N:7]=1. The catalyst class is: 202. (5) Reactant: [CH3:1][C:2]1[CH:7]=[CH:6][N:5]=[CH:4][C:3]=1[N:8]1[CH2:12][CH2:11][NH:10][C:9]1=[O:13].Br[C:15]1[S:16][CH:17]=[CH:18][CH:19]=1.N[C@@H]1CCCC[C@H]1N.C(=O)([O-])[O-].[K+].[K+]. Product: [CH3:1][C:2]1[CH:7]=[CH:6][N:5]=[CH:4][C:3]=1[N:8]1[CH2:12][CH2:11][N:10]([C:15]2[S:16][CH:17]=[CH:18][CH:19]=2)[C:9]1=[O:13]. The catalyst class is: 246. (6) Reactant: [OH:1][C:2]1[CH:7]=[C:6]([OH:8])[CH:5]=[CH:4][C:3]=1[C:9](=[O:11])[CH3:10].[CH3:12][O:13][C:14]1[CH:21]=[CH:20][C:17]([CH2:18]Cl)=[CH:16][CH:15]=1.C(=O)([O-])[O-].[K+].[K+].[I-].[K+]. Product: [OH:1][C:2]1[CH:7]=[C:6]([O:8][CH2:18][C:17]2[CH:20]=[CH:21][C:14]([O:13][CH3:12])=[CH:15][CH:16]=2)[CH:5]=[CH:4][C:3]=1[C:9](=[O:11])[CH3:10]. The catalyst class is: 283. (7) Reactant: [CH:1]([C:3]1[CH:4]=[C:5]([C:9]2[CH:24]=[CH:23][C:12]3[N:13]([C:16]([O:18][C:19]([CH3:22])([CH3:21])[CH3:20])=[O:17])[CH:14]=[N:15][C:11]=3[CH:10]=2)[CH:6]=[CH:7][CH:8]=1)=O.[CH:25]1([CH2:31][NH2:32])[CH2:30][CH2:29][CH2:28][CH2:27][CH2:26]1.C([BH3-])#N.[Na+]. Product: [CH:25]1([CH2:31][NH:32][CH2:1][C:3]2[CH:4]=[C:5]([C:9]3[CH:24]=[CH:23][C:12]4[N:13]([C:16]([O:18][C:19]([CH3:22])([CH3:21])[CH3:20])=[O:17])[CH:14]=[N:15][C:11]=4[CH:10]=3)[CH:6]=[CH:7][CH:8]=2)[CH2:30][CH2:29][CH2:28][CH2:27][CH2:26]1. The catalyst class is: 5. (8) Reactant: [Cl:1][C:2]1[CH:7]=[CH:6][CH:5]=[CH:4][C:3]=1[C:8]1[N:9]([C:24]2[CH:29]=[CH:28][C:27]([Cl:30])=[CH:26][CH:25]=2)[C:10]2[C:15]([N:16]=1)=[C:14]([NH:17][C@@H:18]1[CH2:23][CH2:22][CH2:21][NH:20][CH2:19]1)[N:13]=[CH:12][N:11]=2.[C:31](OC(=O)C)(=[O:33])[CH3:32]. Product: [Cl:1][C:2]1[CH:7]=[CH:6][CH:5]=[CH:4][C:3]=1[C:8]1[N:9]([C:24]2[CH:25]=[CH:26][C:27]([Cl:30])=[CH:28][CH:29]=2)[C:10]2[C:15]([N:16]=1)=[C:14]([NH:17][C@@H:18]1[CH2:23][CH2:22][CH2:21][N:20]([C:31](=[O:33])[CH3:32])[CH2:19]1)[N:13]=[CH:12][N:11]=2. The catalyst class is: 17. (9) Reactant: [CH3:1][O:2][CH2:3][CH2:4][O:5][C:6]1[CH:7]=[C:8]([CH:14]=[CH:15][C:16]=1[O:17][CH2:18][CH2:19][O:20][CH3:21])[C:9]([O:11][CH2:12][CH3:13])=[O:10].[N+:22]([O-])([OH:24])=[O:23].O. Product: [CH3:21][O:20][CH2:19][CH2:18][O:17][C:16]1[C:6]([O:5][CH2:4][CH2:3][O:2][CH3:1])=[CH:7][C:8]([C:9]([O:11][CH2:12][CH3:13])=[O:10])=[C:14]([N+:22]([O-:24])=[O:23])[CH:15]=1. The catalyst class is: 15. (10) Reactant: FC(F)(F)C([O-])=O.FC(F)(F)C([O-])=O.[F:15][C:16]1([F:24])[CH2:21][CH2:20][CH2:19][C@H:18]([NH3+:22])[C@H:17]1[NH3+:23].C(N(CC)CC)C.[O:32](C(OC(C)(C)C)=O)[C:33]([O:35][C:36]([CH3:39])([CH3:38])[CH3:37])=O. Product: [C:36]([O:35][C:33](=[O:32])[NH:22][C@H:18]1[CH2:19][CH2:20][CH2:21][C:16]([F:24])([F:15])[C@@H:17]1[NH2:23])([CH3:39])([CH3:38])[CH3:37]. The catalyst class is: 4.